Dataset: Reaction yield outcomes from USPTO patents with 853,638 reactions. Task: Predict the reaction yield, written as a fraction of the theoretical maximum amount of product (1.0 means a 100% yield; for example, 0.34 means a 34% yield). (1) The reactants are [NH2:1][C:2]1[N:7]=[CH:6][N:5]=[C:4]2[N:8]([CH2:12][C@H:13]3[CH2:17][CH2:16][CH2:15][N:14]3[C:18]([O:20][C:21]([CH3:24])([CH3:23])[CH3:22])=[O:19])[N:9]=[C:10](I)[C:3]=12.OC[C@H]1CCCN1C(OC(C)(C)C)=O.[F:39][C:40]1[CH:41]=[C:42]([CH:59]=[CH:60][CH:61]=1)[O:43][C:44]1[CH:49]=[CH:48][C:47](B2OC(C)(C)C(C)(C)O2)=[CH:46][CH:45]=1.C(=O)([O-])[O-].[Na+].[Na+]. The catalyst is O.COCCOC. The product is [NH2:1][C:2]1[N:7]=[CH:6][N:5]=[C:4]2[N:8]([CH2:12][C@H:13]3[CH2:17][CH2:16][CH2:15][N:14]3[C:18]([O:20][C:21]([CH3:24])([CH3:23])[CH3:22])=[O:19])[N:9]=[C:10]([C:47]3[CH:46]=[CH:45][C:44]([O:43][C:42]4[CH:59]=[CH:60][CH:61]=[C:40]([F:39])[CH:41]=4)=[CH:49][CH:48]=3)[C:3]=12. The yield is 0.790. (2) The reactants are [Si:1]([O:8][C:9]1[C:10]([F:24])=[C:11]([C:16]([CH2:22][CH3:23])=[CH:17][C:18]([O:20][CH3:21])=[O:19])[CH:12]=[C:13]([F:15])[CH:14]=1)([C:4]([CH3:7])([CH3:6])[CH3:5])([CH3:3])[CH3:2]. The catalyst is [Pd].CO. The product is [Si:1]([O:8][C:9]1[C:10]([F:24])=[C:11]([CH:16]([CH2:22][CH3:23])[CH2:17][C:18]([O:20][CH3:21])=[O:19])[CH:12]=[C:13]([F:15])[CH:14]=1)([C:4]([CH3:7])([CH3:6])[CH3:5])([CH3:3])[CH3:2]. The yield is 0.880. (3) The reactants are [Cl:1][C:2]1[CH:10]=[CH:9][C:8]([CH3:11])=[CH:7][C:3]=1[C:4]([OH:6])=[O:5].OS(O)(=O)=O.[CH2:17](O)[CH3:18]. No catalyst specified. The product is [Cl:1][C:2]1[CH:10]=[CH:9][C:8]([CH3:11])=[CH:7][C:3]=1[C:4]([O:6][CH2:17][CH3:18])=[O:5]. The yield is 0.960. (4) The reactants are [CH2:1]([O:4][C:5]1[CH:9]=[C:8]([CH2:10][CH2:11][C:12](OCC)=[O:13])[N:7]([CH2:17][C:18]2[CH:23]=[CH:22][C:21]([C:24]([F:27])([F:26])[F:25])=[CH:20][CH:19]=2)[N:6]=1)[CH2:2][CH3:3].[H-].C([Al+]CC(C)C)C(C)C.[Cl-].[NH4+]. The catalyst is O1CCCC1.C1(C)C=CC=CC=1. The product is [CH2:1]([O:4][C:5]1[CH:9]=[C:8]([CH2:10][CH2:11][CH2:12][OH:13])[N:7]([CH2:17][C:18]2[CH:19]=[CH:20][C:21]([C:24]([F:26])([F:27])[F:25])=[CH:22][CH:23]=2)[N:6]=1)[CH2:2][CH3:3]. The yield is 0.940. (5) The reactants are Br[C:2]1[CH:3]=[C:4]([N:22]([CH2:29][CH3:30])[CH:23]2[CH2:28][CH2:27][O:26][CH2:25][CH2:24]2)[C:5]([CH3:21])=[C:6]([CH:20]=1)[C:7]([NH:9][CH2:10][C:11]1[C:12](=[O:19])[NH:13][C:14]([CH3:18])=[CH:15][C:16]=1[CH3:17])=[O:8].[CH:31]([C:33]1[CH:38]=[CH:37][C:36](B(O)O)=[CH:35][CH:34]=1)=[O:32].C([O-])([O-])=O.[Na+].[Na+]. The catalyst is O1CCOCC1.O.O.C1C=CC([P]([Pd]([P](C2C=CC=CC=2)(C2C=CC=CC=2)C2C=CC=CC=2)([P](C2C=CC=CC=2)(C2C=CC=CC=2)C2C=CC=CC=2)[P](C2C=CC=CC=2)(C2C=CC=CC=2)C2C=CC=CC=2)(C2C=CC=CC=2)C2C=CC=CC=2)=CC=1. The product is [CH3:17][C:16]1[CH:15]=[C:14]([CH3:18])[NH:13][C:12](=[O:19])[C:11]=1[CH2:10][NH:9][C:7]([C:6]1[CH:20]=[C:2]([C:36]2[CH:37]=[CH:38][C:33]([CH:31]=[O:32])=[CH:34][CH:35]=2)[CH:3]=[C:4]([N:22]([CH2:29][CH3:30])[CH:23]2[CH2:28][CH2:27][O:26][CH2:25][CH2:24]2)[C:5]=1[CH3:21])=[O:8]. The yield is 0.660. (6) The reactants are [CH3:1][O:2][C:3]1[CH:4]=[C:5]([CH:11]=[CH:12][C:13]=1[O:14][CH2:15][CH:16]1[CH2:21][CH2:20][N:19]([CH3:22])[CH2:18][CH2:17]1)[C:6]([O:8][CH2:9][CH3:10])=[O:7].C(O)(C(F)(F)F)=O.[N+:30]([O-])([OH:32])=[O:31]. The catalyst is C(Cl)Cl. The product is [CH3:1][O:2][C:3]1[CH:4]=[C:5]([C:11]([N+:30]([O-:32])=[O:31])=[CH:12][C:13]=1[O:14][CH2:15][CH:16]1[CH2:17][CH2:18][N:19]([CH3:22])[CH2:20][CH2:21]1)[C:6]([O:8][CH2:9][CH3:10])=[O:7]. The yield is 0.820. (7) The reactants are [Br:1][C:2]1[CH:10]=[CH:9][C:8]([Cl:11])=[CH:7][C:3]=1[C:4]([OH:6])=O.C(Cl)(=O)C(Cl)=O.C(N(CC)CC)C.[NH2:25][C:26]([CH3:30])([CH3:29])[CH2:27]O.Cl.S(Cl)(Cl)=O.C(=O)(O)[O-].[Na+].[OH-].[Na+]. The catalyst is C(Cl)Cl.CN(C)C=O. The product is [Br:1][C:2]1[CH:10]=[CH:9][C:8]([Cl:11])=[CH:7][C:3]=1[C:4]1[O:6][CH2:27][C:26]([CH3:30])([CH3:29])[N:25]=1. The yield is 0.620.